Dataset: Catalyst prediction with 721,799 reactions and 888 catalyst types from USPTO. Task: Predict which catalyst facilitates the given reaction. (1) Reactant: [CH2:1]([N:8]1[C:12]([C:13]2[CH:18]=[CH:17][CH:16]=[CH:15][CH:14]=2)=[C:11]([N:19]=O)[C:10]([CH3:21])=[N:9]1)[C:2]1[CH:7]=[CH:6][CH:5]=[CH:4][CH:3]=1. Product: [CH2:1]([N:8]1[C:12]2[C:13]3[CH:18]=[CH:17][CH:16]=[CH:15][C:14]=3[C:1]([CH:2]3[CH2:7][CH2:6][CH2:5][CH2:4][CH2:3]3)=[N:19][C:11]=2[C:10]([CH3:21])=[N:9]1)[C:2]1[CH:7]=[CH:6][CH:5]=[CH:4][CH:3]=1. The catalyst class is: 350. (2) Reactant: [F-].C([N+](CCCC)(CCCC)CCCC)CCC.C([Si]([O:26][CH2:27][C:28]1[CH:33]=[C:32]([O:34][CH2:35][CH3:36])[C:31]([C:37]2([O:41][CH3:42])[CH2:40][CH2:39][CH2:38]2)=[C:30]([O:43][CH2:44][CH3:45])[CH:29]=1)(C)C)(C)(C)C.C1COCC1.[Cl-].[NH4+]. Product: [CH2:44]([O:43][C:30]1[CH:29]=[C:28]([CH2:27][OH:26])[CH:33]=[C:32]([O:34][CH2:35][CH3:36])[C:31]=1[C:37]1([O:41][CH3:42])[CH2:40][CH2:39][CH2:38]1)[CH3:45]. The catalyst class is: 13. (3) Reactant: [NH2:1][C:2]1[CH:16]=[CH:15][CH:14]=[CH:13][C:3]=1[C:4]([NH:6][C:7]1[CH:12]=[CH:11][CH:10]=[CH:9][CH:8]=1)=[O:5].[CH2:17](OC(OCC)(OCC)C)[CH3:18]. The catalyst class is: 6. Product: [CH3:17][C:18]1[N:6]([C:7]2[CH:12]=[CH:11][CH:10]=[CH:9][CH:8]=2)[C:4](=[O:5])[C:3]2[C:2](=[CH:16][CH:15]=[CH:14][CH:13]=2)[N:1]=1. (4) Reactant: [C:1]([O:5][C:6]([N:8]1[CH2:13][CH2:12][N:11]([C:14]2[CH:19]=[CH:18][C:17]([CH2:20][N:21]([CH2:29][CH2:30][C:31]3[CH:36]=[C:35]([O:37][CH3:38])[C:34]([NH2:39])=[CH:33][C:32]=3[Cl:40])[C:22]([O:24][C:25]([CH3:28])([CH3:27])[CH3:26])=[O:23])=[CH:16][CH:15]=2)[CH2:10][CH2:9]1)=[O:7])([CH3:4])([CH3:3])[CH3:2].[C:41]([C:43]1[N:44]=[CH:45][C:46]([NH:49][C:50](=O)[O:51]C2C=CC=CC=2)=[N:47][CH:48]=1)#[N:42]. Product: [C:25]([O:24][C:22]([N:21]([CH2:20][C:17]1[CH:18]=[CH:19][C:14]([N:11]2[CH2:12][CH2:13][N:8]([C:6]([O:5][C:1]([CH3:2])([CH3:3])[CH3:4])=[O:7])[CH2:9][CH2:10]2)=[CH:15][CH:16]=1)[CH2:29][CH2:30][C:31]1[CH:36]=[C:35]([O:37][CH3:38])[C:34]([NH:39][C:50]([NH:49][C:46]2[CH:45]=[N:44][C:43]([C:41]#[N:42])=[CH:48][N:47]=2)=[O:51])=[CH:33][C:32]=1[Cl:40])=[O:23])([CH3:26])([CH3:28])[CH3:27]. The catalyst class is: 18. (5) Reactant: [Cl:1][C:2]1[CH:3]=[C:4]([C:8]#[C:9][C@@H:10]2[N:14]3[CH2:15][CH2:16][NH:17][CH2:18][C@@H:13]3[CH2:12][CH2:11]2)[CH:5]=[CH:6][CH:7]=1.Cl[C:20]([O:22][CH3:23])=[O:21]. Product: [Cl:1][C:2]1[CH:3]=[C:4]([C:8]#[C:9][C@@H:10]2[N:14]3[CH2:15][CH2:16][N:17]([C:20]([O:22][CH3:23])=[O:21])[CH2:18][C@@H:13]3[CH2:12][CH2:11]2)[CH:5]=[CH:6][CH:7]=1. The catalyst class is: 2. (6) Reactant: [F:1][C:2]1[CH:7]=[CH:6][C:5]([NH:8][C:9](=[O:23])[CH2:10][C:11]2[C:19]3[C:14](=[CH:15][CH:16]=[C:17]([O:20][CH3:21])[CH:18]=3)[NH:13][C:12]=2[CH3:22])=[CH:4][CH:3]=1.[H-].[Na+].[F:26][C:27]1[CH:35]=[C:34]([Cl:36])[CH:33]=[CH:32][C:28]=1[C:29](Cl)=[O:30].C(Cl)(=O)C1C=CC=CC=1. Product: [Cl:36][C:34]1[CH:33]=[CH:32][C:28]([C:29]([N:13]2[C:14]3[C:19](=[CH:18][C:17]([O:20][CH3:21])=[CH:16][CH:15]=3)[C:11]([CH2:10][C:9]([NH:8][C:5]3[CH:4]=[CH:3][C:2]([F:1])=[CH:7][CH:6]=3)=[O:23])=[C:12]2[CH3:22])=[O:30])=[C:27]([F:26])[CH:35]=1. The catalyst class is: 3. (7) Reactant: C(OC(=O)[NH:7][C:8]1[CH:13]=[C:12]([CH:14]=[CH2:15])[C:11]([C:16]([F:19])([F:18])[F:17])=[CH:10][C:9]=1[NH:20][C:21](=[O:37])[CH2:22][C:23](=O)[C:24]1[CH:29]=[CH:28][CH:27]=[C:26]([C:30]2[CH:31]=[N:32][CH:33]=[CH:34][CH:35]=2)[CH:25]=1)(C)(C)C.C(O)(C(F)(F)F)=O. Product: [N:32]1[CH:33]=[CH:34][CH:35]=[C:30]([C:26]2[CH:25]=[C:24]([C:23]3[CH2:22][C:21](=[O:37])[NH:20][C:9]4[CH:10]=[C:11]([C:16]([F:17])([F:18])[F:19])[C:12]([CH:14]=[CH2:15])=[CH:13][C:8]=4[N:7]=3)[CH:29]=[CH:28][CH:27]=2)[CH:31]=1. The catalyst class is: 2.